Dataset: Forward reaction prediction with 1.9M reactions from USPTO patents (1976-2016). Task: Predict the product of the given reaction. (1) Given the reactants [Br:1][C:2]1[CH:8]=[C:7]([C:9]([F:18])([C:14]([F:17])([F:16])[F:15])[C:10]([F:13])([F:12])[F:11])[CH:6]=[C:5]([Cl:19])[C:3]=1[NH2:4].S(=O)(=O)(O)O.[C:25](OC(=O)C)(=[O:27])[CH3:26], predict the reaction product. The product is: [Br:1][C:2]1[CH:8]=[C:7]([C:9]([F:18])([C:10]([F:13])([F:12])[F:11])[C:14]([F:15])([F:16])[F:17])[CH:6]=[C:5]([Cl:19])[C:3]=1[NH:4][C:25](=[O:27])[CH3:26]. (2) Given the reactants [Cl:1][C:2]1[N:3]([CH2:10][C:11]([OH:15])([CH3:14])[CH2:12][OH:13])[CH:4]=[C:5]([N+:7]([O-:9])=[O:8])[N:6]=1.C(N(CC)C(C)C)(C)C.[F:25][C:26]([F:43])([F:42])[C:27]1[CH:32]=[CH:31][C:30]([C:33]2[CH2:34][CH2:35][N:36]([C:39](Cl)=[O:40])[CH2:37][CH:38]=2)=[CH:29][CH:28]=1, predict the reaction product. The product is: [F:42][C:26]([F:25])([F:43])[C:27]1[CH:28]=[CH:29][C:30]([C:33]2[CH2:38][CH2:37][N:36]([C:39]([O:13][CH2:12][C:11]([OH:15])([CH3:14])[CH2:10][N:3]3[CH:4]=[C:5]([N+:7]([O-:9])=[O:8])[N:6]=[C:2]3[Cl:1])=[O:40])[CH2:35][CH:34]=2)=[CH:31][CH:32]=1. (3) Given the reactants Br[CH2:2][C:3]([O:5][CH3:6])=[O:4].C([O:10][C:11](=[O:34])[C:12]1[CH:17]=[CH:16][CH:15]=[CH:14][C:13]=1[C:18]1[C:19]2[C:24]([O:25][C:26]3[C:31]=1[CH:30]=[CH:29][C:28](=[O:32])[CH:27]=3)=[CH:23][C:22]([OH:33])=[CH:21][CH:20]=2)C=C.C([O-])([O-])=O.[K+].[K+].C1([SiH3])C=CC=CC=1, predict the reaction product. The product is: [CH3:6][O:5][C:3](=[O:4])[CH2:2][O:32][C:28]1[CH:29]=[CH:30][C:31]2[C:18]3([C:13]4[C:12](=[CH:17][CH:16]=[CH:15][CH:14]=4)[C:11](=[O:34])[O:10]3)[C:19]3[C:24]([O:25][C:26]=2[CH:27]=1)=[CH:23][C:22]([OH:33])=[CH:21][CH:20]=3. (4) Given the reactants [C:1]([O:5][C:6]([NH:8][CH:9]1[CH2:13][CH2:12][N:11]([S:14]([C:17]2[C:18]3[C:19]([Cl:28])=[CH:20][N:21]=[C:22](Cl)[C:23]=3[CH:24]=[CH:25][CH:26]=2)(=[O:16])=[O:15])[CH2:10]1)=[O:7])([CH3:4])([CH3:3])[CH3:2].C(=O)([O-])[O-].[K+].[K+].[NH3:35], predict the reaction product. The product is: [C:1]([O:5][C:6]([NH:8][CH:9]1[CH2:13][CH2:12][N:11]([S:14]([C:17]2[C:18]3[C:19]([Cl:28])=[CH:20][N:21]=[C:22]([NH2:35])[C:23]=3[CH:24]=[CH:25][CH:26]=2)(=[O:16])=[O:15])[CH2:10]1)=[O:7])([CH3:4])([CH3:3])[CH3:2]. (5) Given the reactants [Br:1][C:2]1[CH:3]=[CH:4][C:5]([NH:12][CH:13]2[CH2:18][CH2:17][N:16]([CH3:19])[CH2:15][CH2:14]2)=[C:6]([C:8](=O)[CH2:9]Cl)[CH:7]=1.[OH-].[Na+].[BH4-].[Na+], predict the reaction product. The product is: [Br:1][C:2]1[CH:7]=[C:6]2[C:5](=[CH:4][CH:3]=1)[N:12]([CH:13]1[CH2:18][CH2:17][N:16]([CH3:19])[CH2:15][CH2:14]1)[CH:9]=[CH:8]2.